This data is from Reaction yield outcomes from USPTO patents with 853,638 reactions. The task is: Predict the reaction yield, written as a fraction of the theoretical maximum amount of product (1.0 means a 100% yield; for example, 0.34 means a 34% yield). (1) The reactants are [CH3:1][C:2]1[C:7]2[S:8][CH:9]=[CH:10][C:6]=2[CH:5]=[CH:4][CH:3]=1.C(OOC(=O)C1C=CC=CC=1)(=O)C1C=CC=CC=1.C1C(=O)N([Br:36])C(=O)C1. The catalyst is C(Cl)(Cl)(Cl)Cl. The product is [Br:36][CH2:1][C:2]1[C:7]2[S:8][CH:9]=[CH:10][C:6]=2[CH:5]=[CH:4][CH:3]=1. The yield is 0.330. (2) The reactants are [C:1]1([C:7]([C:15]2[CH:20]=[CH:19][CH:18]=[CH:17][CH:16]=2)([CH:9]2[CH2:14][CH2:13][NH:12][CH2:11][CH2:10]2)[OH:8])[CH:6]=[CH:5][CH:4]=[CH:3][CH:2]=1.[C:21]([C:25]1[CH:30]=[CH:29][C:28]([CH2:31][CH2:32]Cl)=[CH:27][CH:26]=1)([CH3:24])([CH3:23])[CH3:22].C(=O)([O-])[O-].[K+].[K+]. The catalyst is C(#N)C. The product is [C:21]([C:25]1[CH:26]=[CH:27][C:28]([CH2:31][CH2:32][N:12]2[CH2:13][CH2:14][CH:9]([C:7]([C:15]3[CH:20]=[CH:19][CH:18]=[CH:17][CH:16]=3)([C:1]3[CH:2]=[CH:3][CH:4]=[CH:5][CH:6]=3)[OH:8])[CH2:10][CH2:11]2)=[CH:29][CH:30]=1)([CH3:23])([CH3:22])[CH3:24]. The yield is 0.750. (3) The reactants are Br[C:2]1[C:10]2[NH:9][C:8](=[O:11])[N:7]([CH3:12])[C:6]=2[C:5]([CH:13]([CH2:16][CH3:17])[CH2:14][CH3:15])=[CH:4][CH:3]=1.[Cu](C#N)[C:19]#[N:20]. The catalyst is CN1CCCC1=O.C(=O)(O)[O-].[Na+]. The product is [CH2:14]([CH:13]([C:5]1[C:6]2[N:7]([CH3:12])[C:8](=[O:11])[NH:9][C:10]=2[C:2]([C:19]#[N:20])=[CH:3][CH:4]=1)[CH2:16][CH3:17])[CH3:15]. The yield is 0.860. (4) The reactants are C([NH:5][S:6]([C:9]1[CH:14]=[CH:13][CH:12]=[C:11]([C:15]2[N:20]=[C:19]([NH:21][C:22]3[CH:26]=[C:25]([CH:27]4[CH2:29][CH2:28]4)[NH:24][N:23]=3)[C:18]([CH2:30][O:31][Si](C(C)(C)C)(C)C)=[CH:17][N:16]=2)[CH:10]=1)(=[O:8])=[O:7])(C)(C)C.B(Cl)(Cl)Cl.C(Cl)Cl.O. The catalyst is C(Cl)Cl. The product is [CH:27]1([C:25]2[NH:24][N:23]=[C:22]([NH:21][C:19]3[C:18]([CH2:30][OH:31])=[CH:17][N:16]=[C:15]([C:11]4[CH:10]=[C:9]([S:6]([NH2:5])(=[O:7])=[O:8])[CH:14]=[CH:13][CH:12]=4)[N:20]=3)[CH:26]=2)[CH2:28][CH2:29]1. The yield is 0.100. (5) The reactants are [Cl:1][CH2:2][C:3]([O:5][CH2:6]/[CH:7]=[C:8](\[CH3:15])/[CH2:9][CH2:10][CH:11]=[C:12]([CH3:14])[CH3:13])=[O:4].[CH3:16][N:17]1[CH:21]=[CH:20][N:19]=[CH:18]1. The catalyst is C(OCC)C. The product is [Cl-:1].[CH3:15]/[C:8](/[CH2:9][CH2:10][CH:11]=[C:12]([CH3:14])[CH3:13])=[CH:7]\[CH2:6][O:5][C:3](=[O:4])[CH2:2][N:19]1[CH:20]=[CH:21][N+:17]([CH3:16])=[CH:18]1. The yield is 0.670. (6) The reactants are Br[CH2:2][CH2:3][CH2:4][C:5]1[CH:10]=[CH:9][C:8]([NH:11][C:12]#[N:13])=[CH:7][CH:6]=1.[CH3:14][N:15]1[C:19]([C:20]#[N:21])=CC=C1B(O)O.C(=O)([O-])[O-].[K+].[K+].[C:31](P(C(C)(C)C)C(C)(C)C)(C)([CH3:33])[CH3:32].[Br-]. The catalyst is C1COCC1. The product is [C:20]([C:19]1[N:15]([CH3:14])[C:4]([C:5]2[CH:10]=[CH:9][C:8]([NH:11][C:12]#[N:13])=[C:7]([CH2:32][CH2:31][CH3:33])[CH:6]=2)=[CH:3][CH:2]=1)#[N:21]. The yield is 0.180. (7) The reactants are C(OC([N:8]1[CH2:12][CH2:11][CH2:10][CH:9]1[C:13](=[O:32])[NH:14][C:15]1[CH:20]=[CH:19][C:18]([C:21]2[CH:26]=[CH:25][CH:24]=[CH:23][C:22]=2[S:27]([CH3:30])(=[O:29])=[O:28])=[CH:17][C:16]=1[F:31])=O)(C)(C)C.FC(F)(F)C(O)=O. The yield is 1.00. The product is [F:31][C:16]1[CH:17]=[C:18]([C:21]2[CH:26]=[CH:25][CH:24]=[CH:23][C:22]=2[S:27]([CH3:30])(=[O:28])=[O:29])[CH:19]=[CH:20][C:15]=1[NH:14][C:13]([CH:9]1[CH2:10][CH2:11][CH2:12][NH:8]1)=[O:32]. The catalyst is C(Cl)Cl.C(Cl)(Cl)Cl.